The task is: Predict which catalyst facilitates the given reaction.. This data is from Catalyst prediction with 721,799 reactions and 888 catalyst types from USPTO. (1) Reactant: [Si:1]([O:8][C:9]1[CH:14]=[CH:13][C:12]([C:15]([CH:21]2[CH2:25][CH2:24][CH2:23][CH2:22]2)([CH3:20])[C:16]([O:18][CH3:19])=[O:17])=[CH:11][CH:10]=1)([C:4]([CH3:7])([CH3:6])[CH3:5])([CH3:3])[CH3:2].OC1[CH2:32][CH2:31][N:30]([CH3:33])[CH2:29][CH2:28]1. Product: [Si:1]([O:8][C:9]1[CH:10]=[CH:11][C:12]([C:15]([CH:21]2[CH2:25][CH2:24][CH2:23][CH2:22]2)([CH3:20])[C:16]([O:18][CH:19]2[CH2:32][CH2:31][N:30]([CH3:33])[CH2:29][CH2:28]2)=[O:17])=[CH:13][CH:14]=1)([C:4]([CH3:7])([CH3:5])[CH3:6])([CH3:3])[CH3:2]. The catalyst class is: 194. (2) Reactant: Cl.[CH3:2][C@H:3]1[C@@H:12]([OH:13])[CH2:11][CH2:10][C:5]2(OCC[O:6]2)[CH2:4]1. Product: [OH:13][C@H:12]1[CH2:11][CH2:10][C:5](=[O:6])[CH2:4][C@H:3]1[CH3:2]. The catalyst class is: 21. (3) Reactant: [N+:1]([O-:4])([OH:3])=[O:2].C(OC(=O)C)(=O)C.[Br:12][CH2:13][CH2:14][CH2:15][CH2:16][CH2:17][CH2:18]O. Product: [N+:1]([O-:4])([O:3][CH2:18][CH2:17][CH2:16][CH2:15][CH2:14][CH2:13][Br:12])=[O:2]. The catalyst class is: 4. (4) Reactant: [Cl:1][C:2]1[C:3]([C:33]2[S:37][C:36]([C:38]3([OH:42])[CH2:41][CH2:40][CH2:39]3)=[N:35][CH:34]=2)=[C:4]2[CH:10]=[C:9]([C:11]3[CH:16]=[CH:15][C:14]([CH2:17][N:18]4[CH2:22][CH2:21][CH2:20][CH2:19]4)=[CH:13][CH:12]=3)[N:8](S(C3C=CC(C)=CC=3)(=O)=O)[C:5]2=[N:6][CH:7]=1.[OH-].[Na+]. Product: [Cl:1][C:2]1[C:3]([C:33]2[S:37][C:36]([C:38]3([OH:42])[CH2:41][CH2:40][CH2:39]3)=[N:35][CH:34]=2)=[C:4]2[CH:10]=[C:9]([C:11]3[CH:12]=[CH:13][C:14]([CH2:17][N:18]4[CH2:19][CH2:20][CH2:21][CH2:22]4)=[CH:15][CH:16]=3)[NH:8][C:5]2=[N:6][CH:7]=1. The catalyst class is: 5. (5) Reactant: Br[CH2:2][C:3]([C:5]1[CH:19]=[CH:18][C:8]([C:9]([NH:11][CH2:12][CH2:13][C:14]([F:17])([F:16])[F:15])=[O:10])=[CH:7][CH:6]=1)=O.[C:20]([S:24]([CH2:27][C:28](=[S:30])[NH2:29])(=[O:26])=[O:25])([CH3:23])([CH3:22])[CH3:21]. Product: [C:20]([S:24]([CH2:27][C:28]1[S:30][CH:2]=[C:3]([C:5]2[CH:19]=[CH:18][C:8]([C:9]([NH:11][CH2:12][CH2:13][C:14]([F:17])([F:16])[F:15])=[O:10])=[CH:7][CH:6]=2)[N:29]=1)(=[O:26])=[O:25])([CH3:23])([CH3:21])[CH3:22]. The catalyst class is: 1. (6) Reactant: [CH3:1][O:2][C:3]1[CH:4]=[C:5]([CH:11]([CH:14]([CH3:16])[CH3:15])[C:12]#[N:13])[CH:6]=[CH:7][C:8]=1[O:9][CH3:10].[NH2-].[Na+].[Cl:19][CH2:20][CH2:21][CH2:22]I.CO. Product: [Cl:19][CH2:20][CH2:21][CH2:22][C:11]([C:5]1[CH:6]=[CH:7][C:8]([O:9][CH3:10])=[C:3]([O:2][CH3:1])[CH:4]=1)([CH:14]([CH3:16])[CH3:15])[C:12]#[N:13]. The catalyst class is: 11. (7) Reactant: [CH3:1][C:2]1[CH:26]=[C:25]([CH3:27])[CH:24]=[C:23]([CH3:28])[C:3]=1[C:4]([P:6]([CH2:19][C:20]([OH:22])=[O:21])([C:8](=[O:18])[C:9]1[C:14]([CH3:15])=[CH:13][C:12]([CH3:16])=[CH:11][C:10]=1[CH3:17])=[O:7])=[O:5].C(=O)([O-])O.[Na+:33]. Product: [CH3:15][C:14]1[CH:13]=[C:12]([CH3:16])[CH:11]=[C:10]([CH3:17])[C:9]=1[C:8]([P:6]([C:4](=[O:5])[C:3]1[C:23]([CH3:28])=[CH:24][C:25]([CH3:27])=[CH:26][C:2]=1[CH3:1])([CH2:19][C:20]([O-:22])=[O:21])=[O:7])=[O:18].[Na+:33]. The catalyst class is: 6.